From a dataset of NCI-60 drug combinations with 297,098 pairs across 59 cell lines. Regression. Given two drug SMILES strings and cell line genomic features, predict the synergy score measuring deviation from expected non-interaction effect. (1) Drug 1: CC1OCC2C(O1)C(C(C(O2)OC3C4COC(=O)C4C(C5=CC6=C(C=C35)OCO6)C7=CC(=C(C(=C7)OC)O)OC)O)O. Drug 2: C1C(C(OC1N2C=C(C(=O)NC2=O)F)CO)O. Cell line: MDA-MB-231. Synergy scores: CSS=41.1, Synergy_ZIP=-1.69, Synergy_Bliss=-1.39, Synergy_Loewe=-3.64, Synergy_HSA=4.45. (2) Drug 1: CC1=CC=C(C=C1)C2=CC(=NN2C3=CC=C(C=C3)S(=O)(=O)N)C(F)(F)F. Drug 2: CC1=C(C(CCC1)(C)C)C=CC(=CC=CC(=CC(=O)O)C)C. Cell line: KM12. Synergy scores: CSS=8.71, Synergy_ZIP=9.80, Synergy_Bliss=11.9, Synergy_Loewe=7.62, Synergy_HSA=4.45. (3) Drug 1: CN(CCCl)CCCl.Cl. Drug 2: C1CNP(=O)(OC1)N(CCCl)CCCl. Cell line: HCC-2998. Synergy scores: CSS=15.5, Synergy_ZIP=0.398, Synergy_Bliss=0.188, Synergy_Loewe=-17.2, Synergy_HSA=-0.728. (4) Drug 1: CC1=C2C(C(=O)C3(C(CC4C(C3C(C(C2(C)C)(CC1OC(=O)C(C(C5=CC=CC=C5)NC(=O)C6=CC=CC=C6)O)O)OC(=O)C7=CC=CC=C7)(CO4)OC(=O)C)O)C)OC(=O)C. Drug 2: CCC1(CC2CC(C3=C(CCN(C2)C1)C4=CC=CC=C4N3)(C5=C(C=C6C(=C5)C78CCN9C7C(C=CC9)(C(C(C8N6C)(C(=O)OC)O)OC(=O)C)CC)OC)C(=O)OC)O.OS(=O)(=O)O. Cell line: SF-268. Synergy scores: CSS=6.05, Synergy_ZIP=-1.96, Synergy_Bliss=-0.600, Synergy_Loewe=-3.07, Synergy_HSA=-1.75. (5) Drug 1: CCCS(=O)(=O)NC1=C(C(=C(C=C1)F)C(=O)C2=CNC3=C2C=C(C=N3)C4=CC=C(C=C4)Cl)F. Drug 2: COC1=NC(=NC2=C1N=CN2C3C(C(C(O3)CO)O)O)N. Cell line: HOP-92. Synergy scores: CSS=-1.47, Synergy_ZIP=-0.555, Synergy_Bliss=-3.99, Synergy_Loewe=-6.24, Synergy_HSA=-5.96. (6) Drug 1: CC1=C(C(CCC1)(C)C)C=CC(=CC=CC(=CC(=O)O)C)C. Drug 2: COC1=NC(=NC2=C1N=CN2C3C(C(C(O3)CO)O)O)N. Cell line: SK-MEL-5. Synergy scores: CSS=8.49, Synergy_ZIP=2.43, Synergy_Bliss=-0.136, Synergy_Loewe=-3.80, Synergy_HSA=-0.665. (7) Drug 1: C1=CC(=CC=C1CC(C(=O)O)N)N(CCCl)CCCl.Cl. Drug 2: CN1C2=C(C=C(C=C2)N(CCCl)CCCl)N=C1CCCC(=O)O.Cl. Cell line: TK-10. Synergy scores: CSS=4.94, Synergy_ZIP=-0.342, Synergy_Bliss=1.42, Synergy_Loewe=-7.21, Synergy_HSA=-2.21. (8) Drug 1: C1CC(=O)NC(=O)C1N2C(=O)C3=CC=CC=C3C2=O. Drug 2: CC12CCC3C(C1CCC2OP(=O)(O)O)CCC4=C3C=CC(=C4)OC(=O)N(CCCl)CCCl.[Na+]. Cell line: ACHN. Synergy scores: CSS=-1.69, Synergy_ZIP=-0.173, Synergy_Bliss=1.58, Synergy_Loewe=-3.89, Synergy_HSA=-3.39. (9) Cell line: SNB-75. Synergy scores: CSS=2.74, Synergy_ZIP=-3.33, Synergy_Bliss=-5.71, Synergy_Loewe=-8.55, Synergy_HSA=-7.72. Drug 2: CNC(=O)C1=NC=CC(=C1)OC2=CC=C(C=C2)NC(=O)NC3=CC(=C(C=C3)Cl)C(F)(F)F. Drug 1: CC(C1=C(C=CC(=C1Cl)F)Cl)OC2=C(N=CC(=C2)C3=CN(N=C3)C4CCNCC4)N.